From a dataset of Forward reaction prediction with 1.9M reactions from USPTO patents (1976-2016). Predict the product of the given reaction. (1) Given the reactants [C:1]([OH:6])(=[O:5])[CH:2]([CH3:4])[CH3:3].C(Cl)(=O)C(Cl)=O.[CH3:13][CH:14]([CH2:17][CH3:18])[CH2:15]O, predict the reaction product. The product is: [C:1]([O:6][CH2:13][CH:14]([CH3:15])[CH2:17][CH3:18])(=[O:5])[CH:2]([CH3:4])[CH3:3]. (2) Given the reactants C(NC1N=C2C(N=C(OC)N2CCCCC2CCCO2)=C(N)N=1)CCC.FC(F)(F)C(O)=O.[CH3:34][C@@H:35]([O:39][C:40]1[NH:41][C:42]([NH2:51])=[C:43]2[C:47]([N:48]=1)=[N:46][C:45]([O:49][CH3:50])=[N:44]2)[CH2:36][CH2:37][CH3:38].Br[CH2:53][CH2:54][CH2:55][CH2:56][CH:57]1[CH2:62][CH2:61][CH2:60][O:59][CH2:58]1, predict the reaction product. The product is: [CH3:34][C@@H:35]([O:39][C:40]1[N:48]=[C:47]2[C:43]([N:44]=[C:45]([O:49][CH3:50])[N:46]2[CH2:53][CH2:54][CH2:55][CH2:56][CH:57]2[CH2:62][CH2:61][CH2:60][O:59][CH2:58]2)=[C:42]([NH2:51])[N:41]=1)[CH2:36][CH2:37][CH3:38]. (3) Given the reactants [CH3:1][O:2][C:3]1[CH:17]=[C:16]([O:18][CH3:19])[CH:15]=[CH:14][C:4]=1[CH2:5][NH:6][C:7]1[CH:12]=[CH:11][C:10]([F:13])=[CH:9][N:8]=1.[F:20][C:21]1[CH:26]=[C:25]([F:27])[CH:24]=[CH:23][C:22]=1[S:28](Cl)(=[O:30])=[O:29], predict the reaction product. The product is: [CH3:1][O:2][C:3]1[CH:17]=[C:16]([O:18][CH3:19])[CH:15]=[CH:14][C:4]=1[CH2:5][N:6]([C:7]1[CH:12]=[CH:11][C:10]([F:13])=[CH:9][N:8]=1)[S:28]([C:22]1[CH:23]=[CH:24][C:25]([F:27])=[CH:26][C:21]=1[F:20])(=[O:30])=[O:29]. (4) Given the reactants [Cl:1][C:2]1[C:7]([CH:8]([CH3:10])[CH3:9])=[CH:6][C:5]([OH:11])=[C:4]([CH3:12])[CH:3]=1.[Cl-].[Mg+2].[Cl-].C(N(CC)CC)C.[CH2:23]=[O:24], predict the reaction product. The product is: [Cl:1][C:2]1[C:7]([CH:8]([CH3:9])[CH3:10])=[C:6]([C:5]([OH:11])=[C:4]([CH3:12])[CH:3]=1)[CH:23]=[O:24]. (5) The product is: [F:20][C:4]1[C:5]([NH:12][C:13]2[CH:18]=[CH:17][CH:16]=[CH:15][C:14]=2[F:19])=[C:6]([CH:11]=[C:2]([S:32][CH2:31][C:28]2[CH:29]=[CH:30][C:25]([O:24][CH3:23])=[CH:26][CH:27]=2)[C:3]=1[F:21])[C:7]([O:9][CH3:10])=[O:8]. Given the reactants Br[C:2]1[C:3]([F:21])=[C:4]([F:20])[C:5]([NH:12][C:13]2[CH:18]=[CH:17][CH:16]=[CH:15][C:14]=2[F:19])=[C:6]([CH:11]=1)[C:7]([O:9][CH3:10])=[O:8].P.[CH3:23][O:24][C:25]1[CH:30]=[CH:29][C:28]([CH2:31][SH:32])=[CH:27][CH:26]=1, predict the reaction product. (6) Given the reactants [F:1][C:2]1[CH:7]=[CH:6][C:5]([C:8]#[C:9][C:10](=[O:24])[CH:11]([N:13]2[C:21](=[O:22])[C:20]3[C:15](=[CH:16][CH:17]=[CH:18][CH:19]=3)[C:14]2=[O:23])[CH3:12])=[CH:4][CH:3]=1.[I-].[NH2:26][N+:27]1[CH:32]=[CH:31][CH:30]=[CH:29][CH:28]=1.C1CCN2C(=NCCC2)CC1.[Cl-].[NH4+], predict the reaction product. The product is: [F:1][C:2]1[CH:7]=[CH:6][C:5]([C:8]2[C:9]([C:10](=[O:24])[CH:11]([N:13]3[C:21](=[O:22])[C:20]4[C:15](=[CH:16][CH:17]=[CH:18][CH:19]=4)[C:14]3=[O:23])[CH3:12])=[C:28]3[CH:29]=[CH:30][CH:31]=[CH:32][N:27]3[N:26]=2)=[CH:4][CH:3]=1.